From a dataset of Reaction yield outcomes from USPTO patents with 853,638 reactions. Predict the reaction yield, written as a fraction of the theoretical maximum amount of product (1.0 means a 100% yield; for example, 0.34 means a 34% yield). (1) The reactants are P(Br)(Br)([Br:3])=O.[CH2:6]([N:10]1[CH:15]=[CH:14][C:13](O)=[CH:12][C:11]1=[O:17])[CH2:7][CH2:8][CH3:9]. The catalyst is CN(C=O)C. The product is [Br:3][C:13]1[CH:14]=[CH:15][N:10]([CH2:6][CH2:7][CH2:8][CH3:9])[C:11](=[O:17])[CH:12]=1. The yield is 0.930. (2) The reactants are [CH3:1][O:2][C:3]1[CH:8]=[CH:7][C:6]([CH:9]([NH:81]C(=O)OCC)[C:10]2[CH:15]=[CH:14][C:13]([O:16][CH2:17][CH:18]3[CH2:23][CH:22]([O:24][CH2:25][CH2:26][CH2:27][CH2:28][CH2:29][CH2:30][CH2:31][CH2:32][CH2:33][CH2:34][CH2:35][CH2:36][CH2:37][CH2:38][CH2:39][CH2:40][CH2:41][CH3:42])[CH:21]([O:43][CH2:44][CH2:45][CH2:46][CH2:47][CH2:48][CH2:49][CH2:50][CH2:51][CH2:52][CH2:53][CH2:54][CH2:55][CH2:56][CH2:57][CH2:58][CH2:59][CH2:60][CH3:61])[CH:20]([O:62][CH2:63][CH2:64][CH2:65][CH2:66][CH2:67][CH2:68][CH2:69][CH2:70][CH2:71][CH2:72][CH2:73][CH2:74][CH2:75][CH2:76][CH2:77][CH2:78][CH2:79][CH3:80])[CH2:19]3)=[CH:12][CH:11]=2)=[CH:5][CH:4]=1.C(O)C.[OH-].[Na+]. The catalyst is C1(C)C=CC=CC=1. The product is [CH3:1][O:2][C:3]1[CH:8]=[CH:7][C:6]([CH:9]([NH2:81])[C:10]2[CH:11]=[CH:12][C:13]([O:16][CH2:17][CH:18]3[CH2:19][CH:20]([O:62][CH2:63][CH2:64][CH2:65][CH2:66][CH2:67][CH2:68][CH2:69][CH2:70][CH2:71][CH2:72][CH2:73][CH2:74][CH2:75][CH2:76][CH2:77][CH2:78][CH2:79][CH3:80])[CH:21]([O:43][CH2:44][CH2:45][CH2:46][CH2:47][CH2:48][CH2:49][CH2:50][CH2:51][CH2:52][CH2:53][CH2:54][CH2:55][CH2:56][CH2:57][CH2:58][CH2:59][CH2:60][CH3:61])[CH:22]([O:24][CH2:25][CH2:26][CH2:27][CH2:28][CH2:29][CH2:30][CH2:31][CH2:32][CH2:33][CH2:34][CH2:35][CH2:36][CH2:37][CH2:38][CH2:39][CH2:40][CH2:41][CH3:42])[CH2:23]3)=[CH:14][CH:15]=2)=[CH:5][CH:4]=1. The yield is 1.00. (3) The reactants are [C:1]([O:6][CH3:7])(=[O:5])[CH2:2][CH:3]=[CH2:4].[F:8][C:9]([F:17])([F:16])[C:10]([C:12]([F:15])([F:14])[F:13])=[O:11].[OH-].[K+]. No catalyst specified. The product is [F:8][C:9]([F:17])([F:16])[C:10]([OH:11])([C:12]([F:15])([F:14])[F:13])[CH2:4]/[CH:3]=[CH:2]/[C:1]([O:6][CH3:7])=[O:5]. The yield is 0.690.